Dataset: Peptide-MHC class I binding affinity with 185,985 pairs from IEDB/IMGT. Task: Regression. Given a peptide amino acid sequence and an MHC pseudo amino acid sequence, predict their binding affinity value. This is MHC class I binding data. The peptide sequence is VQVPNAQLL. The MHC is H-2-Db with pseudo-sequence H-2-Db. The binding affinity (normalized) is 0.804.